Dataset: Forward reaction prediction with 1.9M reactions from USPTO patents (1976-2016). Task: Predict the product of the given reaction. (1) Given the reactants [F:1][C:2]1[CH:3]=[C:4]([CH:8]=[CH:9][C:10]=1[O:11][C:12]([F:15])([F:14])[F:13])[C:5]([OH:7])=O.C(N1C=CN=C1)(N1C=CN=C1)=O.Cl.[CH3:29][NH:30][O:31][CH3:32], predict the reaction product. The product is: [F:1][C:2]1[CH:3]=[C:4]([CH:8]=[CH:9][C:10]=1[O:11][C:12]([F:15])([F:14])[F:13])[C:5]([N:30]([O:31][CH3:32])[CH3:29])=[O:7]. (2) Given the reactants [CH:1]1([N:4]([CH2:12][C:13]2[CH:14]=[C:15]([CH2:23][CH2:24][CH2:25][OH:26])[CH:16]=[C:17]3[C:22]=2[N:21]=[CH:20][CH:19]=[CH:18]3)[C:5](=[O:11])[O:6][C:7]([CH3:10])([CH3:9])[CH3:8])[CH2:3][CH2:2]1.[H-].[Na+].I[CH3:30], predict the reaction product. The product is: [CH:1]1([N:4]([CH2:12][C:13]2[CH:14]=[C:15]([CH2:23][CH2:24][CH2:25][O:26][CH3:30])[CH:16]=[C:17]3[C:22]=2[N:21]=[CH:20][CH:19]=[CH:18]3)[C:5](=[O:11])[O:6][C:7]([CH3:9])([CH3:10])[CH3:8])[CH2:2][CH2:3]1. (3) Given the reactants [Cl:1][C:2]1[C:3]([N:9]2[C:17]3[C:12](=[CH:13][CH:14]=[C:15](I)[CH:16]=3)[CH:11]=[N:10]2)=[N:4][C:5]([NH2:8])=[N:6][CH:7]=1.N1CCCCC1.[S:25]1[CH:29]=[CH:28][N:27]=[C:26]1[C:30]([OH:34])([C:32]#[CH:33])[CH3:31], predict the reaction product. The product is: [NH2:8][C:5]1[N:4]=[C:3]([N:9]2[C:17]3[C:12](=[CH:13][CH:14]=[C:15]([C:33]#[C:32][C:30]([C:26]4[S:25][CH:29]=[CH:28][N:27]=4)([OH:34])[CH3:31])[CH:16]=3)[CH:11]=[N:10]2)[C:2]([Cl:1])=[CH:7][N:6]=1.